From a dataset of Forward reaction prediction with 1.9M reactions from USPTO patents (1976-2016). Predict the product of the given reaction. Given the reactants [C:1]([CH2:6][CH:7]=P(C1C=CC=CC=1)(C1C=CC=CC=1)C1C=CC=CC=1)([O:3][CH2:4][CH3:5])=[O:2].[CH2:27]([O:34][C:35]1[CH:36]=[C:37]([CH:40]=[CH:41][CH:42]=1)[CH:38]=O)[C:28]1[CH:33]=[CH:32][CH:31]=[CH:30][CH:29]=1.CCOC(C)=O, predict the reaction product. The product is: [CH2:27]([O:34][C:35]1[CH:36]=[C:37](/[CH:38]=[C:6](\[CH3:7])/[C:1]([O:3][CH2:4][CH3:5])=[O:2])[CH:40]=[CH:41][CH:42]=1)[C:28]1[CH:33]=[CH:32][CH:31]=[CH:30][CH:29]=1.